This data is from Reaction yield outcomes from USPTO patents with 853,638 reactions. The task is: Predict the reaction yield, written as a fraction of the theoretical maximum amount of product (1.0 means a 100% yield; for example, 0.34 means a 34% yield). (1) The reactants are [CH3:1][O:2][C@@H:3]1[CH2:11][C:10]2[C:5](=[CH:6][CH:7]=[CH:8][CH:9]=2)[C@H:4]1[N:12]1C(=O)C2C(=CC=CC=2)C1=O.NN. The catalyst is C(O)C. The product is [CH3:1][O:2][C@@H:3]1[CH2:11][C:10]2[C:5](=[CH:6][CH:7]=[CH:8][CH:9]=2)[C@H:4]1[NH2:12]. The yield is 0.640. (2) The reactants are P(Cl)(Cl)([Cl:3])=O.C1(C)C=CC=CC=1.[CH3:13][O:14][C:15]1[C:35]([O:36][CH3:37])=[C:34]([O:38][CH3:39])[CH:33]=[C:32]([CH3:40])[C:16]=1[C:17]([C:19]1[C:24]([C:25]([F:28])([F:27])[F:26])=[CH:23][N+:22]([O-])=[CH:21][C:20]=1[O:30][CH3:31])=[O:18]. The catalyst is CN(C)C=O. The product is [CH3:13][O:14][C:15]1[C:35]([O:36][CH3:37])=[C:34]([O:38][CH3:39])[CH:33]=[C:32]([CH3:40])[C:16]=1[C:17]([C:19]1[C:20]([O:30][CH3:31])=[CH:21][N:22]=[C:23]([Cl:3])[C:24]=1[C:25]([F:28])([F:27])[F:26])=[O:18]. The yield is 0.850. (3) The reactants are [NH2:1][CH2:2][C:3]([CH3:7])([CH3:6])[CH2:4][OH:5].[CH3:8][C:9]([CH3:29])([O:11][C:12]([NH:14][C@@H:15]([C:19](ON1C(=O)CCC1=O)=[O:20])[CH:16]([CH3:18])[CH3:17])=[O:13])[CH3:10].C(=O)([O-])[O-].[K+].[K+]. The catalyst is C(#N)C. The product is [OH:5][CH2:4][C:3]([CH3:7])([CH3:6])[CH2:2][NH:1][C:19]([C@@H:15]([NH:14][C:12](=[O:13])[O:11][C:9]([CH3:8])([CH3:29])[CH3:10])[CH:16]([CH3:18])[CH3:17])=[O:20]. The yield is 0.880. (4) The reactants are [Cl:1][C:2]1[C:8]([Cl:9])=[CH:7][CH:6]=[CH:5][C:3]=1[NH2:4].[OH-].[Na+].[C:12](Cl)([O:14][CH2:15][C:16]([Cl:19])([Cl:18])[Cl:17])=[O:13].O. The catalyst is CCOC(C)=O. The product is [Cl:17][C:16]([Cl:19])([Cl:18])[CH2:15][O:14][C:12](=[O:13])[NH:4][C:3]1[CH:5]=[CH:6][CH:7]=[C:8]([Cl:9])[C:2]=1[Cl:1]. The yield is 0.980. (5) The reactants are [CH:1]1([NH:4][C:5](=[O:44])[NH:6][C:7]2[CH:42]=[CH:41][C:10]([O:11][C:12]3[CH:17]=[CH:16][N:15]=[C:14]4[CH:18]=[C:19]([C:21]5[N:22]=[CH:23][N:24]([CH2:26][CH2:27][N:28]6[CH2:33][CH2:32][N:31](C(OC(C)(C)C)=O)[CH2:30][CH2:29]6)[CH:25]=5)[S:20][C:13]=34)=[C:9]([F:43])[CH:8]=2)[CH2:3][CH2:2]1.C(O)(C(F)(F)F)=O. The catalyst is C(Cl)Cl. The product is [CH:1]1([NH:4][C:5]([NH:6][C:7]2[CH:42]=[CH:41][C:10]([O:11][C:12]3[CH:17]=[CH:16][N:15]=[C:14]4[CH:18]=[C:19]([C:21]5[N:22]=[CH:23][N:24]([CH2:26][CH2:27][N:28]6[CH2:29][CH2:30][NH:31][CH2:32][CH2:33]6)[CH:25]=5)[S:20][C:13]=34)=[C:9]([F:43])[CH:8]=2)=[O:44])[CH2:2][CH2:3]1. The yield is 0.740. (6) The product is [C:15]([C:12]1[N:11]=[C:10]2[N:6]([CH:3]([CH2:4][CH3:5])[CH2:2][CH3:1])[C:7]([OH:21])=[N:8][C:9]2=[N:14][CH:13]=1)#[CH:16]. The reactants are [CH3:1][CH2:2][CH:3]([N:6]1[C:10]2=[N:11][C:12]([C:15]#[C:16][Si](C)(C)C)=[CH:13][N:14]=[C:9]2[N:8]=[C:7]1[OH:21])[CH2:4][CH3:5].[F-].[K+]. The yield is 0.370. The catalyst is CO.C1COCC1.O.